This data is from Full USPTO retrosynthesis dataset with 1.9M reactions from patents (1976-2016). The task is: Predict the reactants needed to synthesize the given product. (1) The reactants are: [Si:1]([O:8][C:9]([CH3:14])([CH3:13])[C@@H:10]([NH2:12])[CH3:11])([C:4]([CH3:7])([CH3:6])[CH3:5])([CH3:3])[CH3:2].Cl[CH2:16][CH2:17][C:18]([C:23]1[CH:28]=[CH:27][CH:26]=[CH:25][CH:24]=1)([OH:22])[CH2:19][CH:20]=[CH2:21].C([O-])([O-])=O.[K+].[K+]. Given the product [Si:1]([O:8][C:9]([CH3:13])([CH3:14])[C@@H:10]([NH:12][CH2:16][CH2:17][C:18]([C:23]1[CH:24]=[CH:25][CH:26]=[CH:27][CH:28]=1)([OH:22])[CH2:19][CH:20]=[CH2:21])[CH3:11])([C:4]([CH3:7])([CH3:6])[CH3:5])([CH3:3])[CH3:2], predict the reactants needed to synthesize it. (2) Given the product [C:33]([O:32][C:12]1([CH2:11][CH2:10][C:7]2[CH:8]=[CH:9][C:2]([F:1])=[C:3]([C:4]#[N:5])[CH:6]=2)[CH2:17][CH2:16][N:15]([C:18](=[O:31])[CH2:19][C:20]2[CH:25]=[CH:24][C:23]([N:26]3[CH:30]=[N:29][N:28]=[N:27]3)=[CH:22][CH:21]=2)[CH2:14][CH2:13]1)(=[O:35])[CH3:34], predict the reactants needed to synthesize it. The reactants are: [F:1][C:2]1[CH:9]=[CH:8][C:7]([CH2:10][CH2:11][C:12]2([OH:32])[CH2:17][CH2:16][N:15]([C:18](=[O:31])[CH2:19][C:20]3[CH:25]=[CH:24][C:23]([N:26]4[CH:30]=[N:29][N:28]=[N:27]4)=[CH:22][CH:21]=3)[CH2:14][CH2:13]2)=[CH:6][C:3]=1[C:4]#[N:5].[C:33](OC(=O)C)(=[O:35])[CH3:34]. (3) Given the product [CH3:1][O:2][C:3]1[C:4]([NH:10][S:18]([C:13]2[CH:14]=[CH:15][CH:16]=[CH:17][C:12]=2[F:11])(=[O:20])=[O:19])=[N:5][CH:6]=[C:7]([CH3:9])[N:8]=1, predict the reactants needed to synthesize it. The reactants are: [CH3:1][O:2][C:3]1[C:4]([NH2:10])=[N:5][CH:6]=[C:7]([CH3:9])[N:8]=1.[F:11][C:12]1[CH:17]=[CH:16][CH:15]=[CH:14][C:13]=1[S:18](Cl)(=[O:20])=[O:19].